Dataset: Full USPTO retrosynthesis dataset with 1.9M reactions from patents (1976-2016). Task: Predict the reactants needed to synthesize the given product. (1) Given the product [CH:1]1([C:7]2[C:8]3[CH:9]=[CH:10][C:11]([C:39]([NH:51][CH2:52][C:53]4[CH:58]=[CH:57][CH:56]=[CH:55][N:54]=4)=[O:40])=[CH:12][C:13]=3[N:14]3[CH2:20][C:19]([C:21]([N:23]4[CH2:28][CH2:27][CH:26]([N:29]5[CH2:34][CH2:33][O:32][CH2:31][CH2:30]5)[CH2:25][CH2:24]4)=[O:22])=[CH:18][C:17]4[CH:35]=[CH:36][CH:37]=[CH:38][C:16]=4[C:15]=23)[CH2:6][CH2:5][CH2:4][CH2:3][CH2:2]1, predict the reactants needed to synthesize it. The reactants are: [CH:1]1([C:7]2[C:8]3[CH:9]=[CH:10][C:11]([C:39](O)=[O:40])=[CH:12][C:13]=3[N:14]3[CH2:20][C:19]([C:21]([N:23]4[CH2:28][CH2:27][CH:26]([N:29]5[CH2:34][CH2:33][O:32][CH2:31][CH2:30]5)[CH2:25][CH2:24]4)=[O:22])=[CH:18][C:17]4[CH:35]=[CH:36][CH:37]=[CH:38][C:16]=4[C:15]=23)[CH2:6][CH2:5][CH2:4][CH2:3][CH2:2]1.C(N(CC)C(C)C)(C)C.[NH2:51][CH2:52][C:53]1[CH:58]=[CH:57][CH:56]=[CH:55][N:54]=1.Cl.CN(C)CCCN=C=NCC.ON1C2C=CC=CC=2N=N1. (2) Given the product [C:8]([O:12][C:13](=[O:37])[CH:14]([CH2:30][C:31]1[CH:32]=[CH:33][CH:34]=[CH:35][CH:36]=1)[NH:15][C:16]([C:18]1[CH:27]=[C:26]2[C:21]([C:22]([Cl:29])=[CH:23][N:24]=[C:25]2[NH:6][C:5]([NH2:7])=[NH:4])=[CH:20][CH:19]=1)=[O:17])([CH3:11])([CH3:9])[CH3:10], predict the reactants needed to synthesize it. The reactants are: [H-].[Na+].Cl.[NH2:4][C:5]([NH2:7])=[NH:6].[C:8]([O:12][C:13](=[O:37])[CH:14]([CH2:30][C:31]1[CH:36]=[CH:35][CH:34]=[CH:33][CH:32]=1)[NH:15][C:16]([C:18]1[CH:27]=[C:26]2[C:21]([C:22]([Cl:29])=[CH:23][N:24]=[C:25]2Cl)=[CH:20][CH:19]=1)=[O:17])([CH3:11])([CH3:10])[CH3:9].O. (3) Given the product [Cl:1][C:2]1[CH:3]=[CH:4][C:5]([C:8]#[C:9][C:10]2[CH:30]=[CH:29][C:13]([CH2:14][N:15]([C:16]3[CH:28]=[CH:27][C:19]4[O:20][C:21]([CH3:26])([CH3:25])[O:22][C:23](=[O:24])[C:18]=4[CH:17]=3)[C:35](=[O:36])[C:34]3[CH:38]=[CH:39][CH:40]=[C:32]([F:31])[CH:33]=3)=[CH:12][CH:11]=2)=[CH:6][CH:7]=1, predict the reactants needed to synthesize it. The reactants are: [Cl:1][C:2]1[CH:7]=[CH:6][C:5]([C:8]#[C:9][C:10]2[CH:30]=[CH:29][C:13]([CH2:14][NH:15][C:16]3[CH:28]=[CH:27][C:19]4[O:20][C:21]([CH3:26])([CH3:25])[O:22][C:23](=[O:24])[C:18]=4[CH:17]=3)=[CH:12][CH:11]=2)=[CH:4][CH:3]=1.[F:31][C:32]1[CH:33]=[C:34]([CH:38]=[CH:39][CH:40]=1)[C:35](Cl)=[O:36]. (4) The reactants are: [N+:1]([O-:4])(O)=[O:2].C(OC(=O)C)(=O)C.[CH2:12]([O:19][CH2:20][CH:21]1[CH2:25][N:24]([C:26]2[CH:30]=[CH:29][N:28]([CH3:31])[N:27]=2)[C:23](=[O:32])[CH2:22]1)[C:13]1[CH:18]=[CH:17][CH:16]=[CH:15][CH:14]=1.[OH-].[Na+]. Given the product [CH2:12]([O:19][CH2:20][CH:21]1[CH2:25][N:24]([C:26]2[C:30]([N+:1]([O-:4])=[O:2])=[CH:29][N:28]([CH3:31])[N:27]=2)[C:23](=[O:32])[CH2:22]1)[C:13]1[CH:14]=[CH:15][CH:16]=[CH:17][CH:18]=1, predict the reactants needed to synthesize it. (5) Given the product [F:1][C:2]1[C:7]2[CH2:8][O:9][CH2:10][O:11][C:6]=2[C:5]([O:12][CH3:13])=[CH:4][C:3]=1[CH:31]=[O:32], predict the reactants needed to synthesize it. The reactants are: [F:1][C:2]1[C:7]2[CH2:8][O:9][CH2:10][O:11][C:6]=2[C:5]([O:12][CH3:13])=[CH:4][CH:3]=1.CN(CCN(CCN(C)C)C)C.C([Li])CCC.[CH:31](N1CCOCC1)=[O:32].Cl. (6) Given the product [Cl:47][C:48]1[N:53]=[CH:52][C:51]([S:54]([N:10]2[CH:11]=[C:7]([C:6]3[S:5][C:4]([NH:12][C:13](=[O:15])[CH3:14])=[N:3][C:2]=3[CH3:1])[CH:8]=[N:9]2)(=[O:56])=[O:55])=[CH:50][CH:49]=1, predict the reactants needed to synthesize it. The reactants are: [CH3:1][C:2]1[N:3]=[C:4]([NH:12][C:13](=[O:15])[CH3:14])[S:5][C:6]=1[C:7]1[CH:8]=[N:9][NH:10][CH:11]=1.C(N1C=C(C2SC(NC(=O)C)=NC=2C)C=N1)C1C=CC=CC=1.C(N(CC)C(C)C)(C)C.[Cl:47][C:48]1[N:53]=[CH:52][C:51]([S:54](Cl)(=[O:56])=[O:55])=[CH:50][CH:49]=1.